Regression/Classification. Given a drug SMILES string, predict its toxicity properties. Task type varies by dataset: regression for continuous values (e.g., LD50, hERG inhibition percentage) or binary classification for toxic/non-toxic outcomes (e.g., AMES mutagenicity, cardiotoxicity, hepatotoxicity). Dataset: clintox. From a dataset of Clinical trial toxicity outcomes and FDA approval status for drugs. (1) The result is 0 (passed clinical trial). The molecule is [NH3+]C[C@@H]1O[C@H](O[C@@H]2[C@@H](CO)O[C@@H](O[C@@H]3[C@@H](O)[C@H]([NH3+])C[C@H]([NH3+])[C@H]3O[C@H]3O[C@H](C[NH3+])[C@@H](O)[C@H](O)[C@H]3[NH3+])[C@@H]2O)[C@H]([NH3+])[C@@H](O)[C@@H]1O. (2) The drug is C[NH+](C)[C@@H]1C([O-])=C(C(N)=O)C(=O)[C@@]2(O)C([O-])=C3C(=O)c4c([O-])cccc4[C@@](C)(O)[C@H]3C[C@@H]12. The result is 0 (passed clinical trial). (3) The compound is CC(C(=O)[O-])c1cccc(Oc2ccccc2)c1. The result is 0 (passed clinical trial).